Dataset: Reaction yield outcomes from USPTO patents with 853,638 reactions. Task: Predict the reaction yield, written as a fraction of the theoretical maximum amount of product (1.0 means a 100% yield; for example, 0.34 means a 34% yield). (1) The reactants are [Cl:1][C:2]1[N:7]=[N:6][C:5]([C:8](OCC)=[O:9])=[C:4]([NH:13][C:14]2[CH:19]=[CH:18][C:17]([CH:20]([CH3:22])[CH3:21])=[C:16]([O:23][CH3:24])[N:15]=2)[CH:3]=1.[NH3:25].CO. No catalyst specified. The product is [Cl:1][C:2]1[N:7]=[N:6][C:5]([C:8]([NH2:25])=[O:9])=[C:4]([NH:13][C:14]2[CH:19]=[CH:18][C:17]([CH:20]([CH3:22])[CH3:21])=[C:16]([O:23][CH3:24])[N:15]=2)[CH:3]=1. The yield is 0.980. (2) The reactants are Br[C:2]1[CH:3]=[C:4]([CH2:10][NH:11][C:12]([C:14]2[CH:19]=[CH:18][CH:17]=[C:16]([C:20]([NH:22][CH2:23][C:24]3[C:25]([NH:37][CH:38]4[CH2:43][CH2:42][O:41][CH2:40][CH2:39]4)=[C:26]4[CH:34]=[N:33][N:32]([CH2:35][CH3:36])[C:27]4=[N:28][C:29]=3[CH2:30][CH3:31])=[O:21])[N:15]=2)=[O:13])[CH:5]=[CH:6][C:7]=1[O:8][CH3:9].[CH3:44][N:45]1[CH2:50][CH2:49][CH:48]([CH2:51][C:52]2[CH:57]=[CH:56][CH:55]=[C:54](B3OC(C)(C)C(C)(C)O3)[CH:53]=2)[CH2:47][CH2:46]1.C([O-])([O-])=O.[Na+].[Na+]. The catalyst is O1CCOCC1.O.C1C=CC(P(C2C=CC=CC=2)[C-]2C=CC=C2)=CC=1.C1C=CC(P(C2C=CC=CC=2)[C-]2C=CC=C2)=CC=1.Cl[Pd]Cl.[Fe+2]. The product is [CH2:35]([N:32]1[C:27]2=[N:28][C:29]([CH2:30][CH3:31])=[C:24]([CH2:23][NH:22][C:20]([C:16]3[CH:17]=[CH:18][CH:19]=[C:14]([C:12]([NH:11][CH2:10][C:4]4[CH:3]=[C:2]([C:56]5[CH:55]=[CH:54][CH:53]=[C:52]([CH2:51][CH:48]6[CH2:49][CH2:50][N:45]([CH3:44])[CH2:46][CH2:47]6)[CH:57]=5)[C:7]([O:8][CH3:9])=[CH:6][CH:5]=4)=[O:13])[N:15]=3)=[O:21])[C:25]([NH:37][CH:38]3[CH2:43][CH2:42][O:41][CH2:40][CH2:39]3)=[C:26]2[CH:34]=[N:33]1)[CH3:36]. The yield is 0.129. (3) The reactants are [CH3:1][C:2]1[C:3]([CH2:14][S:15]([C:17]2[NH:21][C:20]3[CH:22]=[CH:23][CH:24]=[CH:25][C:19]=3[N:18]=2)=[O:16])=[N:4][CH:5]=[CH:6][C:7]=1[O:8][CH2:9][C:10]([F:13])([F:12])[F:11].[H-].[Na+].S(Cl)(Cl)(=O)=O.[N+:33]([C:36]1[CH:37]=[C:38]([S:42]([CH2:45][CH2:46][O:47][C:48](=[O:59])[C:49]2[CH:54]=[CH:53][CH:52]=[C:51]([S:55](Cl)(=[O:57])=[O:56])[CH:50]=2)(=[O:44])=[O:43])[CH:39]=[CH:40][CH:41]=1)([O-:35])=[O:34]. The catalyst is C(Cl)Cl.O. The product is [N+:33]([C:36]1[CH:37]=[C:38]([S:42]([CH2:45][CH2:46][O:47][C:48](=[O:59])[C:49]2[CH:54]=[CH:53][CH:52]=[C:51]([S:55]([N:21]3[C:20]4[CH:22]=[CH:23][CH:24]=[CH:25][C:19]=4[N:18]=[C:17]3[S:15]([CH2:14][C:3]3[C:2]([CH3:1])=[C:7]([O:8][CH2:9][C:10]([F:13])([F:11])[F:12])[CH:6]=[CH:5][N:4]=3)=[O:16])(=[O:57])=[O:56])[CH:50]=2)(=[O:43])=[O:44])[CH:39]=[CH:40][CH:41]=1)([O-:35])=[O:34]. The yield is 0.800. (4) The reactants are [Cl:1][C:2]1[CH:7]=[CH:6][C:5]([C:8]2[S:16][C:15]3[C:14](=[O:17])[N:13]([C:18]4[CH:23]=[CH:22][C:21]([OH:24])=[C:20]([O:25][CH3:26])[CH:19]=4)[CH:12]=[N:11][C:10]=3[CH:9]=2)=[CH:4][CH:3]=1.C1(C)C(S(O[CH2:37][C@@H:38]([NH:40][C:41]([O:43][C:44]([CH3:47])([CH3:46])[CH3:45])=[O:42])[CH3:39])(=O)=O)=CC=CC=1.C(=O)([O-])[O-].[Cs+].[Cs+].O.C(O)C. The catalyst is CN(C=O)C. The product is [Cl:1][C:2]1[CH:3]=[CH:4][C:5]([C:8]2[S:16][C:15]3[C:14](=[O:17])[N:13]([C:18]4[CH:23]=[CH:22][C:21]([O:24][CH2:39][C@@H:38]([NH:40][C:41](=[O:42])[O:43][C:44]([CH3:45])([CH3:47])[CH3:46])[CH3:37])=[C:20]([O:25][CH3:26])[CH:19]=4)[CH:12]=[N:11][C:10]=3[CH:9]=2)=[CH:6][CH:7]=1. The yield is 0.490. (5) The reactants are [NH:1]1[CH2:6][CH2:5][CH2:4][C@@H:3]([NH:7][C:8](=[O:14])[O:9][C:10]([CH3:13])([CH3:12])[CH3:11])[CH2:2]1.[Br:15][C:16]1[C:17](F)=[C:18]2[C:24]([NH:25][C:26](=[O:30])[CH:27]([CH3:29])[CH3:28])=[CH:23][NH:22][C:19]2=[N:20][CH:21]=1. The catalyst is CCCCO. The product is [Br:15][C:16]1[C:17]([N:1]2[CH2:6][CH2:5][CH2:4][C@@H:3]([NH:7][C:8](=[O:14])[O:9][C:10]([CH3:11])([CH3:13])[CH3:12])[CH2:2]2)=[C:18]2[C:24]([NH:25][C:26](=[O:30])[CH:27]([CH3:28])[CH3:29])=[CH:23][NH:22][C:19]2=[N:20][CH:21]=1. The yield is 0.470.